This data is from Full USPTO retrosynthesis dataset with 1.9M reactions from patents (1976-2016). The task is: Predict the reactants needed to synthesize the given product. (1) The reactants are: [N:1]1([CH:7]2[CH2:12][CH2:11][N:10]([C:13]3[O:14][C:15]4[CH:21]=[CH:20][C:19]([C:22]([O:24]C)=[O:23])=[CH:18][C:16]=4[N:17]=3)[CH2:9][CH2:8]2)[CH2:6][CH2:5][CH2:4][CH2:3][CH2:2]1.[OH-].[K+].CO.Cl. Given the product [N:1]1([CH:7]2[CH2:8][CH2:9][N:10]([C:13]3[O:14][C:15]4[CH:21]=[CH:20][C:19]([C:22]([OH:24])=[O:23])=[CH:18][C:16]=4[N:17]=3)[CH2:11][CH2:12]2)[CH2:2][CH2:3][CH2:4][CH2:5][CH2:6]1, predict the reactants needed to synthesize it. (2) The reactants are: CN(C(ON1N=NC2C=CC=CC1=2)=[N+](C)C)C.F[P-](F)(F)(F)(F)F.Cl.Cl.[CH3:27][C@@H:28]1[C:36]2[C:35]([N:37]3[CH2:42][CH2:41][NH:40][CH2:39][CH2:38]3)=[N:34][CH:33]=[N:32][C:31]=2[CH2:30][S:29]1.[C:43]([O:47][C:48]([N:50]1[CH2:55][CH2:54][C:53]([C:59]2[CH:64]=[CH:63][CH:62]=[C:61]([Cl:65])[CH:60]=2)([C:56](O)=[O:57])[CH2:52][CH2:51]1)=[O:49])([CH3:46])([CH3:45])[CH3:44].CCN(C(C)C)C(C)C.C([O-])(O)=O.[Na+]. Given the product [Cl:65][C:61]1[CH:60]=[C:59]([C:53]2([C:56]([N:40]3[CH2:41][CH2:42][N:37]([C:35]4[C:36]5[C@@H:28]([CH3:27])[S:29][CH2:30][C:31]=5[N:32]=[CH:33][N:34]=4)[CH2:38][CH2:39]3)=[O:57])[CH2:52][CH2:51][N:50]([C:48]([O:47][C:43]([CH3:44])([CH3:45])[CH3:46])=[O:49])[CH2:55][CH2:54]2)[CH:64]=[CH:63][CH:62]=1, predict the reactants needed to synthesize it. (3) The reactants are: [CH2:1]([C:3]1[C:8](=[O:9])[NH:7][C:6]([CH3:10])=[C:5]([C:11]2[S:15][C:14]([C:16]([OH:18])=O)=[CH:13][CH:12]=2)[CH:4]=1)[CH3:2].[N:19]1[CH:24]=[CH:23][CH:22]=[CH:21][C:20]=1[CH2:25][NH2:26]. Given the product [N:19]1[CH:24]=[CH:23][CH:22]=[CH:21][C:20]=1[CH2:25][NH:26][C:16]([C:14]1[S:15][C:11]([C:5]2[CH:4]=[C:3]([CH2:1][CH3:2])[C:8](=[O:9])[NH:7][C:6]=2[CH3:10])=[CH:12][CH:13]=1)=[O:18], predict the reactants needed to synthesize it.